Dataset: Reaction yield outcomes from USPTO patents with 853,638 reactions. Task: Predict the reaction yield, written as a fraction of the theoretical maximum amount of product (1.0 means a 100% yield; for example, 0.34 means a 34% yield). The catalyst is [C].[Pd].C1(C)C=CC=CC=1. The yield is 0.490. The product is [CH2:1]([C:8]1[CH:13]=[CH:12][CH:11]=[CH:10][C:9]=1[OH:14])[C:2]1[CH:3]=[CH:4][CH:5]=[CH:6][CH:7]=1. The reactants are [CH:1](=[C:8]1[CH2:13][CH2:12][CH2:11][CH2:10][C:9]1=[O:14])[C:2]1[CH:7]=[CH:6][CH:5]=[CH:4][CH:3]=1.C(OCC)(=O)/C=C\C(OCC)=O.